Dataset: NCI-60 drug combinations with 297,098 pairs across 59 cell lines. Task: Regression. Given two drug SMILES strings and cell line genomic features, predict the synergy score measuring deviation from expected non-interaction effect. Drug 1: C1CC(=O)NC(=O)C1N2CC3=C(C2=O)C=CC=C3N. Drug 2: CC12CCC3C(C1CCC2O)C(CC4=C3C=CC(=C4)O)CCCCCCCCCS(=O)CCCC(C(F)(F)F)(F)F. Cell line: SK-MEL-5. Synergy scores: CSS=-1.53, Synergy_ZIP=0.172, Synergy_Bliss=-2.40, Synergy_Loewe=-2.65, Synergy_HSA=-3.09.